This data is from Forward reaction prediction with 1.9M reactions from USPTO patents (1976-2016). The task is: Predict the product of the given reaction. (1) Given the reactants C([C@@:9]1([OH:34])[C@@H:13]([CH:14](C(=O)C2C=CC=CC=2)[OH:15])[O:12][C@@H:11]([N:24]2[CH:31]=[CH:30][C:28](=[O:29])[NH:27][C:25]2=[O:26])[C@@:10]1([F:33])[CH3:32])(=O)C1C=CC=CC=1.N, predict the reaction product. The product is: [F:33][C@:10]1([CH3:32])[C@H:9]([OH:34])[C@@H:13]([CH2:14][OH:15])[O:12][C@H:11]1[N:24]1[CH:31]=[CH:30][C:28](=[O:29])[NH:27][C:25]1=[O:26]. (2) Given the reactants [C:1]([O:4][C@H:5]1[C@@H:28]([O:29][C:30](=[O:32])[CH3:31])[C@H:27]([O:33][C:34](=[O:36])[CH3:35])[C@@H:26]([CH2:37][O:38][C:39](=[O:41])[CH3:40])[O:25][C@@H:6]1[O:7][C:8]1[CH:13]=[CH:12][C:11]([N:14]2[C:22]3[C:17](=[CH:18][C:19]([NH2:23])=[CH:20][CH:21]=3)[CH:16]=[CH:15]2)=[CH:10][C:9]=1[Cl:24])(=[O:3])[CH3:2].C(Cl)Cl.[Cl:45][C:46]1[CH:54]=[CH:53][C:49]([C:50](Cl)=[O:51])=[CH:48][CH:47]=1, predict the reaction product. The product is: [C:1]([O:4][C@H:5]1[C@@H:28]([O:29][C:30](=[O:32])[CH3:31])[C@H:27]([O:33][C:34](=[O:36])[CH3:35])[C@@H:26]([CH2:37][O:38][C:39](=[O:41])[CH3:40])[O:25][C@@H:6]1[O:7][C:8]1[CH:13]=[CH:12][C:11]([N:14]2[C:22]3[C:17](=[CH:18][C:19]([NH:23][C:50](=[O:51])[C:49]4[CH:53]=[CH:54][C:46]([Cl:45])=[CH:47][CH:48]=4)=[CH:20][CH:21]=3)[CH:16]=[CH:15]2)=[CH:10][C:9]=1[Cl:24])(=[O:3])[CH3:2]. (3) Given the reactants [C:1]([O:5][C:6]([CH3:9])([CH3:8])[CH3:7])(=[O:4])[CH:2]=[CH2:3].[F:10][C:11]([F:16])([F:15])[C:12]([OH:14])=[O:13], predict the reaction product. The product is: [C:1]([OH:5])(=[O:4])[CH:2]=[CH2:3].[CH3:7][C:6]([O:5][C:1]([CH:2]=[CH2:3])=[O:4])([CH3:9])[CH3:8].[F:10][C:11]([F:16])([F:15])[C:12]([OH:14])=[O:13]. (4) Given the reactants Cl[CH2:2][CH2:3][O:4][C:5]1[CH:10]=[CH:9][C:8]([N+:11]([O-:13])=[O:12])=[C:7]([O:14][CH3:15])[CH:6]=1.[CH2:16]([NH:18][CH2:19][CH3:20])[CH3:17].C(=O)([O-])[O-].[K+].[K+], predict the reaction product. The product is: [CH2:16]([N:18]([CH2:2][CH2:3][O:4][C:5]1[CH:10]=[CH:9][C:8]([N+:11]([O-:13])=[O:12])=[C:7]([O:14][CH3:15])[CH:6]=1)[CH2:19][CH3:20])[CH3:17]. (5) Given the reactants NC1N=CN=C2C=1N=CN2CC1N(C2C=CC=CC=2C)C(=O)C2C(=CC=CC=2C)N=1.[NH2:31][C:32]1[CH:40]=[CH:39][CH:38]=[C:37]([CH3:41])[C:33]=1[C:34]([OH:36])=[O:35].[Cl:42][CH2:43][C:44](Cl)=[O:45], predict the reaction product. The product is: [Cl:42][CH2:43][C:44]([NH:31][C:32]1[CH:40]=[CH:39][CH:38]=[C:37]([CH3:41])[C:33]=1[C:34]([OH:36])=[O:35])=[O:45]. (6) The product is: [Cl:8][C:5]1[N:4]=[C:3]([NH:9][C@H:10]2[CH2:14][CH2:13][N:12]([C:15]([O:17][C:18]([CH3:21])([CH3:20])[CH3:19])=[O:16])[CH2:11]2)[C:2]([C:22]2[CH:27]=[CH:26][CH:25]=[CH:24][CH:23]=2)=[CH:7][N:6]=1. Given the reactants Br[C:2]1[C:3]([NH:9][C@H:10]2[CH2:14][CH2:13][N:12]([C:15]([O:17][C:18]([CH3:21])([CH3:20])[CH3:19])=[O:16])[CH2:11]2)=[N:4][C:5]([Cl:8])=[N:6][CH:7]=1.[C:22]1(B(O)O)[CH:27]=[CH:26][CH:25]=[CH:24][CH:23]=1.C([O-])([O-])=O.[Na+].[Na+].O, predict the reaction product. (7) Given the reactants [NH2:1][C:2]1[N:7]=[CH:6][N:5]=[C:4]2[N:8]([CH:22]([C:24]3[O:25][C:26]4[C:31]([C:32](=[O:41])[C:33]=3[C:34]3[CH:39]=[CH:38][CH:37]=[C:36]([F:40])[CH:35]=3)=[C:30](F)[CH:29]=[CH:28][CH:27]=4)[CH3:23])[N:9]=[C:10]([C:11]3[CH:16]=[CH:15][C:14]([O:17][CH:18]([CH3:20])[CH3:19])=[C:13]([F:21])[CH:12]=3)[C:3]=12.[NH:43]1[CH2:48][CH2:47][O:46][CH2:45][CH2:44]1, predict the reaction product. The product is: [NH2:1][C:2]1[N:7]=[CH:6][N:5]=[C:4]2[N:8]([CH:22]([C:24]3[O:25][C:26]4[C:31]([C:32](=[O:41])[C:33]=3[C:34]3[CH:39]=[CH:38][CH:37]=[C:36]([F:40])[CH:35]=3)=[C:30]([N:43]3[CH2:48][CH2:47][O:46][CH2:45][CH2:44]3)[CH:29]=[CH:28][CH:27]=4)[CH3:23])[N:9]=[C:10]([C:11]3[CH:16]=[CH:15][C:14]([O:17][CH:18]([CH3:20])[CH3:19])=[C:13]([F:21])[CH:12]=3)[C:3]=12.